From a dataset of Reaction yield outcomes from USPTO patents with 853,638 reactions. Predict the reaction yield, written as a fraction of the theoretical maximum amount of product (1.0 means a 100% yield; for example, 0.34 means a 34% yield). (1) The reactants are Cl.C([O:5][C:6]1[CH:7]=[C:8]([CH:23]=[CH:24][C:25]=1[CH3:26])[NH:9][C:10]1[C:19]2[C:14](=[CH:15][C:16]([OH:22])=[C:17](OC)[CH:18]=2)[N:13]=[CH:12][N:11]=1)(=O)C.[Cl:27][CH2:28][CH2:29][CH2:30][C:31]1[CH:36]=[CH:35][N:34]=[C:33](Cl)[CH:32]=1.[C:38](=O)([O-])[O-:39].[K+].[K+].[I-].[K+]. The catalyst is CN(C=O)C. The product is [ClH:27].[OH:5][C:6]1[CH:7]=[C:8]([CH:23]=[CH:24][C:25]=1[CH3:26])[NH:9][C:10]1([O:39][CH3:38])[C:19]2[C:14](=[CH:15][C:16]([O:22][CH2:28][CH2:29][CH2:30][C:31]3[CH:36]=[CH:35][N:34]=[CH:33][CH:32]=3)=[CH:17][CH:18]=2)[N:13]=[CH:12][NH:11]1. The yield is 0.590. (2) The reactants are [S:1]1[CH:5]=[CH:4][N:3]=[C:2]1[NH:6][C:7]1[C:15]2[C:10](=[CH:11][CH:12]=[C:13]([NH2:16])[CH:14]=2)[NH:9][N:8]=1.C(N(CC)CC)C.[C:24](Cl)(=[O:26])[CH3:25]. The catalyst is CCOC(C)=O.C1COCC1. The product is [S:1]1[CH:5]=[CH:4][N:3]=[C:2]1[NH:6][C:7]1[C:15]2[C:10](=[CH:11][CH:12]=[C:13]([NH:16][C:24](=[O:26])[CH3:25])[CH:14]=2)[NH:9][N:8]=1. The yield is 0.260.